This data is from Catalyst prediction with 721,799 reactions and 888 catalyst types from USPTO. The task is: Predict which catalyst facilitates the given reaction. (1) Product: [Cl:1][C:2]1[C:3]([C:10]2[CH:11]=[N:12][C:13]([CH:16]=[O:18])=[CH:14][CH:15]=2)=[N:4][CH:5]=[C:6]([CH:8]=[CH2:9])[CH:7]=1. Reactant: [Cl:1][C:2]1[C:3]([C:10]2[CH:11]=[N:12][C:13]([CH3:16])=[CH:14][CH:15]=2)=[N:4][CH:5]=[C:6]([CH:8]=[CH2:9])[CH:7]=1.[Se](=O)=[O:18]. The catalyst class is: 12. (2) Reactant: C(OC([N:8]1[CH2:13][CH2:12][NH:11][CH:10]([CH3:14])[CH2:9]1)=O)(C)(C)C.Br[C:16]1[CH:17]=[CH:18][C:19]([Cl:26])=[C:20]([C:22]([F:25])([F:24])[F:23])[CH:21]=1.CC(C)([O-])C.[Na+]. Product: [ClH:26].[Cl:26][C:19]1[CH:18]=[CH:17][C:16]([N:11]2[CH2:12][CH2:13][NH:8][CH2:9][CH:10]2[CH3:14])=[CH:21][C:20]=1[C:22]([F:23])([F:24])[F:25]. The catalyst class is: 187. (3) Reactant: [C:1]1([NH:7][C:8]([N:10]2[CH2:15][CH2:14][CH:13]([C:16]3[CH:21]=[C:20]([F:22])[C:19]([O:23]CC4C=CC=CC=4)=[CH:18][C:17]=3[O:31]CC3C=CC=CC=3)[CH2:12][CH2:11]2)=[O:9])C=CC=C[CH:2]=1.CO. Product: [C:16]1([C@@H:1]([NH:7][C:8]([N:10]2[CH2:11][CH2:12][CH:13]([C:16]3[CH:21]=[C:20]([F:22])[C:19]([OH:23])=[CH:18][C:17]=3[OH:31])[CH2:14][CH2:15]2)=[O:9])[CH3:2])[CH:21]=[CH:20][CH:19]=[CH:18][CH:17]=1. The catalyst class is: 78. (4) Reactant: FC(F)(F)S(O[C:7]1[C:8]([N+:27]([O-:29])=[O:28])=[CH:9][C:10]2[O:14][C:13]([C:15]3[CH:20]=[CH:19][C:18]([F:21])=[CH:17][CH:16]=3)=[C:12]([C:22](=[O:25])[NH:23][CH3:24])[C:11]=2[CH:26]=1)(=O)=O.[C:32]([NH:36][C:37]([C:39]1[CH:40]=[C:41](B(O)O)[CH:42]=[C:43]([N+:45]([O-:47])=[O:46])[CH:44]=1)=[O:38])([CH3:35])([CH3:34])[CH3:33].C([O-])([O-])=O.[Cs+].[Cs+]. Product: [C:32]([NH:36][C:37]([C:39]1[CH:40]=[C:41]([C:7]2[C:8]([N+:27]([O-:29])=[O:28])=[CH:9][C:10]3[O:14][C:13]([C:15]4[CH:16]=[CH:17][C:18]([F:21])=[CH:19][CH:20]=4)=[C:12]([C:22]([NH:23][CH3:24])=[O:25])[C:11]=3[CH:26]=2)[CH:42]=[C:43]([N+:45]([O-:47])=[O:46])[CH:44]=1)=[O:38])([CH3:35])([CH3:33])[CH3:34]. The catalyst class is: 70. (5) Reactant: [Br:1][C:2]1[CH:7]=[C:6]([F:8])[CH:5]=[CH:4][C:3]=1[S:9](Cl)(=[O:11])=[O:10].[NH2:13][C:14]1[CH:27]=[CH:26][C:17]2[C:18]3[CH:19]=[CH:20][O:21][C:22]=3[CH2:23][CH2:24][O:25][C:16]=2[C:15]=1[C:28]([O:30][CH3:31])=[O:29].N1C=CC=CC=1. Product: [Br:1][C:2]1[CH:7]=[C:6]([F:8])[CH:5]=[CH:4][C:3]=1[S:9]([NH:13][C:14]1[CH:27]=[CH:26][C:17]2[C:18]3[CH:19]=[CH:20][O:21][C:22]=3[CH2:23][CH2:24][O:25][C:16]=2[C:15]=1[C:28]([O:30][CH3:31])=[O:29])(=[O:11])=[O:10]. The catalyst class is: 2. (6) Reactant: Cl.[F:2][C:3]([F:34])([F:33])[C:4]1[CH:5]=[C:6]([CH:26]=[C:27]([C:29]([F:32])([F:31])[F:30])[CH:28]=1)[CH2:7][N:8]([CH3:25])[C:9]([C@@H:11]1[CH2:16][CH2:15][NH:14][CH2:13][C@H:12]1[C:17]1[CH:22]=[CH:21][C:20]([F:23])=[CH:19][C:18]=1[CH3:24])=[O:10].[Cl:35][CH2:36][CH2:37][NH:38][C:39](=[O:41])[CH3:40].C([O-])([O-])=O.[K+].[K+].[Na+].[I-].Cl.C(OCC)(=O)C. Product: [ClH:35].[C:39]([NH:38][CH2:37][CH2:36][N:14]1[CH2:15][CH2:16][C@@H:11]([C:9]([N:8]([CH2:7][C:6]2[CH:26]=[C:27]([C:29]([F:30])([F:31])[F:32])[CH:28]=[C:4]([C:3]([F:2])([F:33])[F:34])[CH:5]=2)[CH3:25])=[O:10])[C@H:12]([C:17]2[CH:22]=[CH:21][C:20]([F:23])=[CH:19][C:18]=2[CH3:24])[CH2:13]1)(=[O:41])[CH3:40]. The catalyst class is: 144.